Task: Predict which catalyst facilitates the given reaction.. Dataset: Catalyst prediction with 721,799 reactions and 888 catalyst types from USPTO (1) Reactant: [OH:1][CH2:2][CH2:3][C:4]1[CH:9]=[CH:8][C:7]([OH:10])=[CH:6][CH:5]=1.[Br:11]Br. Product: [Br:11][C:6]1[CH:5]=[C:4]([CH2:3][CH2:2][OH:1])[CH:9]=[CH:8][C:7]=1[OH:10]. The catalyst class is: 86. (2) Reactant: [OH:1][C:2]([CH3:20])([CH3:19])[C:3]#[C:4][C:5]1[CH:14]=[CH:13][C:12]2[NH:11][C:10](=[O:15])[C:9]3[NH:16][CH:17]=[CH:18][C:8]=3[C:7]=2[CH:6]=1.[CH2:21]([C:23]([O-:25])=[O:24])[CH3:22].C([O-])=O.[NH4+]. Product: [OH:1][C:2]([CH3:20])([CH3:19])[CH2:3][CH2:4][C:5]1[CH:14]=[CH:13][C:12]2[NH:11][C:10](=[O:15])[C:9]3[NH:16][CH:17]=[CH:18][C:8]=3[C:7]=2[CH:6]=1.[CH2:21]([C:23]([O-:25])=[O:24])[CH3:22]. The catalyst class is: 63. (3) Reactant: [CH2:1]([C@@H:8]1[NH:13][CH2:12][CH2:11][N:10]([CH2:14][C:15]2[CH:20]=[CH:19][C:18]([C:21]3[CH:26]=[CH:25][CH:24]=[CH:23][C:22]=3[Cl:27])=[CH:17][CH:16]=2)[CH2:9]1)[C:2]1[CH:7]=[CH:6][CH:5]=[CH:4][CH:3]=1.[C:28]1([N:34]=[C:35]=[O:36])[CH:33]=[CH:32][CH:31]=[CH:30][CH:29]=1. The catalyst class is: 4. Product: [C:28]1([NH:34][C:35]([N:13]2[CH2:12][CH2:11][N:10]([CH2:14][C:15]3[CH:20]=[CH:19][C:18]([C:21]4[CH:26]=[CH:25][CH:24]=[CH:23][C:22]=4[Cl:27])=[CH:17][CH:16]=3)[CH2:9][C@@H:8]2[CH2:1][C:2]2[CH:3]=[CH:4][CH:5]=[CH:6][CH:7]=2)=[O:36])[CH:33]=[CH:32][CH:31]=[CH:30][CH:29]=1. (4) Product: [NH:23]1[C:24]2[CH:37]=[CH:36][CH:35]=[CH:34][C:25]=2[N:26]=[C:22]1[CH2:21][O:20][N:19]=[C:16]1[CH2:17][CH2:18][N:13]([S:10]([C:7]2[CH:8]=[CH:9][C:4]([O:3][C:2]([F:1])([F:38])[F:39])=[CH:5][CH:6]=2)(=[O:11])=[O:12])[CH2:14][CH2:15]1. The catalyst class is: 281. Reactant: [F:1][C:2]([F:39])([F:38])[O:3][C:4]1[CH:9]=[CH:8][C:7]([S:10]([N:13]2[CH2:18][CH2:17][C:16](=[N:19][O:20][CH2:21][C:22]3[N:26](C(OC(C)(C)C)=O)[C:25]4[CH:34]=[CH:35][CH:36]=[CH:37][C:24]=4[N:23]=3)[CH2:15][CH2:14]2)(=[O:12])=[O:11])=[CH:6][CH:5]=1.